Predict the reaction yield, written as a fraction of the theoretical maximum amount of product (1.0 means a 100% yield; for example, 0.34 means a 34% yield). From a dataset of Reaction yield outcomes from USPTO patents with 853,638 reactions. (1) The catalyst is O. The reactants are [CH3:1][N:2]1[CH2:6][C@H:5]([C:7]([O:9][CH2:10][C:11]2[CH:16]=[CH:15][CH:14]=[CH:13][CH:12]=2)=[O:8])[NH:4][C:3]1=[O:17].Br[CH2:19][C:20]1[CH:25]=[CH:24][CH:23]=[CH:22][CH:21]=1. The yield is 0.310. The product is [CH2:19]([N:4]1[C@@H:5]([C:7]([O:9][CH2:10][C:11]2[CH:16]=[CH:15][CH:14]=[CH:13][CH:12]=2)=[O:8])[CH2:6][N:2]([CH3:1])[C:3]1=[O:17])[C:20]1[CH:25]=[CH:24][CH:23]=[CH:22][CH:21]=1. (2) The reactants are Cl.[C:2]([C:5]1[CH:6]=[CH:7][C:8]([C:38]2[CH:43]=[CH:42][C:41]([Cl:44])=[CH:40][CH:39]=2)=[C:9]([CH:37]=1)[CH2:10][O:11][C:12]1[CH:17]=[CH:16][C:15]([C:18]2[N:22]([CH:23]3[CH2:28][CH2:27][CH2:26][CH2:25][CH2:24]3)[C:21]3[CH:29]=[CH:30][C:31]([C:33]([O:35][CH3:36])=[O:34])=[CH:32][C:20]=3[N:19]=2)=[CH:14][CH:13]=1)(O)=[O:3].C(Cl)(=O)C(Cl)=O.[CH3:51][N:52](C)C=O. The catalyst is ClCCl. The product is [Cl:44][C:41]1[CH:42]=[CH:43][C:38]([C:8]2[CH:7]=[CH:6][C:5]([C:2](=[O:3])[NH:52][CH3:51])=[CH:37][C:9]=2[CH2:10][O:11][C:12]2[CH:13]=[CH:14][C:15]([C:18]3[N:22]([CH:23]4[CH2:28][CH2:27][CH2:26][CH2:25][CH2:24]4)[C:21]4[CH:29]=[CH:30][C:31]([C:33]([O:35][CH3:36])=[O:34])=[CH:32][C:20]=4[N:19]=3)=[CH:16][CH:17]=2)=[CH:39][CH:40]=1. The yield is 0.860. (3) The product is [CH3:13][O:14][CH2:15][C:16]([O:12][CH2:11][CH2:10][N:1]1[C:5]2[CH:6]=[CH:7][CH:8]=[CH:9][C:4]=2[N:3]=[CH:2]1)=[O:17]. The yield is 0.650. The reactants are [N:1]1([CH2:10][CH2:11][OH:12])[C:5]2[CH:6]=[CH:7][CH:8]=[CH:9][C:4]=2[N:3]=[CH:2]1.[CH3:13][O:14][CH2:15][C:16](OC)=[O:17].C[O-].[Na+]. The catalyst is COCCOCCOC. (4) The reactants are Br[C:2]1[CH:7]=[CH:6][C:5]([N:8]2[CH:12]=[N:11][C:10]([C:13]3[CH:14]=[C:15]([CH:20]=[CH:21][CH:22]=3)[C:16]([O:18][CH3:19])=[O:17])=[N:9]2)=[CH:4][CH:3]=1.[NH:23]1[CH2:27][CH2:26][CH2:25][C:24]1=[O:28].C(=O)([O-])[O-].[K+].[K+].CNCCNC. The catalyst is [Cu]I.C1(C)C=CC=CC=1. The product is [O:28]=[C:24]1[CH2:25][CH2:26][CH2:27][N:23]1[C:2]1[CH:7]=[CH:6][C:5]([N:8]2[CH:12]=[N:11][C:10]([C:13]3[CH:14]=[C:15]([CH:20]=[CH:21][CH:22]=3)[C:16]([O:18][CH3:19])=[O:17])=[N:9]2)=[CH:4][CH:3]=1. The yield is 0.920. (5) The reactants are [CH2:1]([O:3][C:4]1[CH:5]=[C:6]([CH:12]([NH2:18])[CH2:13][S:14]([CH3:17])(=[O:16])=[O:15])[CH:7]=[CH:8][C:9]=1[O:10][CH3:11])[CH3:2].[C:19]([NH:22][C@H:23]([C:28]([OH:30])=[O:29])[CH2:24][CH:25]([CH3:27])[CH3:26])(=[O:21])[CH3:20]. The catalyst is CO. The product is [C:19]([NH:22][C@H:23]([C:28]([OH:30])=[O:29])[CH2:24][CH:25]([CH3:26])[CH3:27])(=[O:21])[CH3:20].[CH2:1]([O:3][C:4]1[CH:5]=[C:6]([C@H:12]([NH2:18])[CH2:13][S:14]([CH3:17])(=[O:16])=[O:15])[CH:7]=[CH:8][C:9]=1[O:10][CH3:11])[CH3:2]. The yield is 0.900.